From a dataset of Catalyst prediction with 721,799 reactions and 888 catalyst types from USPTO. Predict which catalyst facilitates the given reaction. Product: [NH2:12][C:13]1[N:14]=[C:15]([N:1]2[CH2:6][CH2:5][CH2:4][C@@H:3]([C:7]([O:9][CH2:10][CH3:11])=[O:8])[CH2:2]2)[CH:16]=[CH:17][C:18]=1[N+:19]([O-:21])=[O:20]. The catalyst class is: 16. Reactant: [NH:1]1[CH2:6][CH2:5][CH2:4][C@@H:3]([C:7]([O:9][CH2:10][CH3:11])=[O:8])[CH2:2]1.[NH2:12][C:13]1[C:18]([N+:19]([O-:21])=[O:20])=[CH:17][CH:16]=[C:15](Cl)[N:14]=1.C(N(CC)CC)C.